Dataset: Reaction yield outcomes from USPTO patents with 853,638 reactions. Task: Predict the reaction yield, written as a fraction of the theoretical maximum amount of product (1.0 means a 100% yield; for example, 0.34 means a 34% yield). (1) The reactants are [CH2:1]([O:3][C:4]([C:6]1[C:7]([OH:33])=[C:8]2[C:16](=[C:17]([C:24]3[CH:32]=[CH:31][C:27]4[O:28][CH2:29][O:30][C:26]=4[CH:25]=3)[C:18]=1[C:19]([O:21][CH2:22][CH3:23])=[O:20])[C:12]1[O:13][CH2:14][O:15][C:11]=1[CH:10]=[CH:9]2)=[O:5])[CH3:2].[CH3:34][Si](C=[N+]=[N-])(C)C. The catalyst is CO.C1COCC1. The product is [CH2:1]([O:3][C:4]([C:6]1[C:7]([O:33][CH3:34])=[C:8]2[C:16](=[C:17]([C:24]3[CH:32]=[CH:31][C:27]4[O:28][CH2:29][O:30][C:26]=4[CH:25]=3)[C:18]=1[C:19]([O:21][CH2:22][CH3:23])=[O:20])[C:12]1[O:13][CH2:14][O:15][C:11]=1[CH:10]=[CH:9]2)=[O:5])[CH3:2]. The yield is 0.990. (2) The reactants are [F:1][C:2]1[CH:20]=[CH:19][C:18]([F:21])=[CH:17][C:3]=1[O:4][C:5]1[CH:6]=[CH:7][C:8]2[N:12]=[C:11]([CH2:13][OH:14])[N:10]([CH3:15])[C:9]=2[CH:16]=1.O[C:23]1[CH:24]=[C:25]([CH:30]=[CH:31][CH:32]=1)[C:26]([O:28][CH3:29])=[O:27].C(P(CCCC)CCCC)CCC.N(C(N1CCCCC1)=O)=NC(N1CCCCC1)=O. The product is [F:1][C:2]1[CH:20]=[CH:19][C:18]([F:21])=[CH:17][C:3]=1[O:4][C:5]1[CH:6]=[CH:7][C:8]2[N:12]=[C:11]([CH2:13][O:14][C:23]3[CH:24]=[C:25]([CH:30]=[CH:31][CH:32]=3)[C:26]([O:28][CH3:29])=[O:27])[N:10]([CH3:15])[C:9]=2[CH:16]=1. The catalyst is ClCCl. The yield is 0.780.